From a dataset of hERG Central: cardiac toxicity at 1µM, 10µM, and general inhibition. Predict hERG channel inhibition at various concentrations. (1) The compound is CCCCN(CC)CCCNC(=O)c1ccc(CS(=O)(=O)c2c(Cl)cccc2Cl)o1. Results: hERG_inhib (hERG inhibition (general)): blocker. (2) The drug is CCCOC(=O)c1ccc(-[n+]2c(-c3ccccc3)cc(-c3ccccc3)cc2-c2ccccc2)cc1.[O-][Cl+3]([O-])([O-])[O-]. Results: hERG_inhib (hERG inhibition (general)): blocker. (3) The drug is CC(=O)Oc1ccc(-c2ccc(C(=O)OCC(=O)N(C)CC(=O)Nc3ccccc3Cl)cc2)cc1. Results: hERG_inhib (hERG inhibition (general)): blocker. (4) The compound is CCOC(=O)C1(CCc2ccccc2)CCN(C(=O)CCc2cnn(C)c2)CC1. Results: hERG_inhib (hERG inhibition (general)): blocker. (5) The drug is CC(C)Cn1c(N)c(C(=O)COC(=O)c2ccc3ccccc3n2)c(=O)n(C)c1=O. Results: hERG_inhib (hERG inhibition (general)): blocker. (6) The drug is O=C(/C=C/c1c(Cl)cccc1Cl)N1CCN(c2ncccn2)CC1. Results: hERG_inhib (hERG inhibition (general)): blocker.